This data is from Forward reaction prediction with 1.9M reactions from USPTO patents (1976-2016). The task is: Predict the product of the given reaction. (1) Given the reactants [CH:1]([C:3]1[CH:8]=[CH:7][C:6]([S:9](Cl)(=[O:11])=[O:10])=[CH:5][CH:4]=1)=[O:2].[CH3:13][O:14][C:15]1[CH:20]=[CH:19][C:18]([C:21]2[NH:25][C:24]([C:26]3[CH:31]=[CH:30][CH:29]=[CH:28][CH:27]=3)=[N:23][C:22]=2[CH2:32][CH2:33][NH:34]S(C2C=CC(CNCCN3CCCC3)=CC=2)(=O)=O)=[CH:17][CH:16]=1, predict the reaction product. The product is: [CH:1]([C:3]1[CH:8]=[CH:7][C:6]([S:9]([NH:34][CH2:33][CH2:32][C:22]2[N:23]=[C:24]([C:26]3[CH:31]=[CH:30][CH:29]=[CH:28][CH:27]=3)[NH:25][C:21]=2[C:18]2[CH:19]=[CH:20][C:15]([O:14][CH3:13])=[CH:16][CH:17]=2)(=[O:11])=[O:10])=[CH:5][CH:4]=1)=[O:2]. (2) The product is: [Br:1][C:2]1[CH:9]=[CH:8][C:5]([CH2:6][N:14]2[CH2:15][CH2:16][C@H:12]([N:11]([CH3:17])[CH3:10])[CH2:13]2)=[CH:4][CH:3]=1. Given the reactants [Br:1][C:2]1[CH:9]=[CH:8][C:5]([CH:6]=O)=[CH:4][CH:3]=1.[CH3:10][N:11]([CH3:17])[C@H:12]1[CH2:16][CH2:15][NH:14][CH2:13]1.C(O[BH-](OC(=O)C)OC(=O)C)(=O)C.[Na+], predict the reaction product. (3) Given the reactants C([O:3][C:4](=[O:17])[C:5]1[CH:10]=[C:9]([CH2:11][CH:12]([CH3:14])[CH3:13])[N:8]=[C:7]([CH2:15][OH:16])[CH:6]=1)C.[ClH:18], predict the reaction product. The product is: [ClH:18].[OH:16][CH2:15][C:7]1[CH:6]=[C:5]([CH:10]=[C:9]([CH2:11][CH:12]([CH3:14])[CH3:13])[N:8]=1)[C:4]([OH:17])=[O:3]. (4) Given the reactants [NH2:1][C@@H:2]([C@H:5]([O:7][CH3:8])[CH3:6])[CH2:3][OH:4].[Cl:9][C:10]1[N:15]=[C:14](Cl)[CH:13]=[CH:12][N:11]=1.CCN(C(C)C)C(C)C, predict the reaction product. The product is: [Cl:9][C:10]1[N:15]=[C:14]([NH:1][C@@H:2]([C@H:5]([O:7][CH3:8])[CH3:6])[CH2:3][OH:4])[CH:13]=[CH:12][N:11]=1. (5) Given the reactants [OH:1][CH2:2][C:3]1[O:7][N:6]=[C:5]([C:8](=[O:10])[CH3:9])[CH:4]=1.[O:11]1[CH:16]=[CH:15][CH2:14][CH2:13][CH2:12]1.CC1C=CC(S([O-])(=O)=O)=CC=1.[NH+]1C=CC=CC=1, predict the reaction product. The product is: [O:11]1[CH2:16][CH2:15][CH2:14][CH2:13][CH:12]1[O:1][CH2:2][C:3]1[O:7][N:6]=[C:5]([C:8](=[O:10])[CH3:9])[CH:4]=1. (6) Given the reactants [CH3:1][S:2]([C:5]1[CH:6]=[C:7]([C:17]([O:19]C)=[O:18])[C:8]([C:11]2[CH:16]=[CH:15][CH:14]=[CH:13][CH:12]=2)=[CH:9][CH:10]=1)(=[O:4])=[O:3].CO, predict the reaction product. The product is: [CH3:1][S:2]([C:5]1[CH:6]=[C:7]([C:17]([OH:19])=[O:18])[C:8]([C:11]2[CH:16]=[CH:15][CH:14]=[CH:13][CH:12]=2)=[CH:9][CH:10]=1)(=[O:3])=[O:4].